This data is from Forward reaction prediction with 1.9M reactions from USPTO patents (1976-2016). The task is: Predict the product of the given reaction. (1) Given the reactants [CH2:1]([O:3][C:4]([C:6]1[C:7](Cl)=[N:8][C:9]([S:12][CH3:13])=[N:10][CH:11]=1)=[O:5])[CH3:2].[CH2:15]([N:17](CC)CC)C.CN, predict the reaction product. The product is: [CH2:1]([O:3][C:4]([C:6]1[C:7]([NH:17][CH3:15])=[N:8][C:9]([S:12][CH3:13])=[N:10][CH:11]=1)=[O:5])[CH3:2]. (2) Given the reactants [CH3:1][C:2]1[CH:8]=[C:7]([B:9]2[O:13][C:12]([CH3:15])([CH3:14])[C:11]([CH3:17])([CH3:16])[O:10]2)[CH:6]=[C:5]([N+:18]([O-])=O)[C:3]=1[NH2:4], predict the reaction product. The product is: [CH3:1][C:2]1[CH:8]=[C:7]([B:9]2[O:13][C:12]([CH3:15])([CH3:14])[C:11]([CH3:17])([CH3:16])[O:10]2)[CH:6]=[C:5]([NH2:18])[C:3]=1[NH2:4]. (3) Given the reactants [S-:1][C:2]#[N:3].[NH4+].[Cl-].[CH3:6][C:7](C)=[O:8].[CH3:10][C:11]1[CH:17]=[CH:16][C:15]([N+:18]([O-:20])=[O:19])=[CH:14][C:12]=1[NH2:13], predict the reaction product. The product is: [C:7]([NH:3][C:2]([NH:13][C:12]1[CH:14]=[C:15]([N+:18]([O-:20])=[O:19])[CH:16]=[CH:17][C:11]=1[CH3:10])=[S:1])(=[O:8])[CH3:6]. (4) Given the reactants [C:1]([O:5][C:6](=[O:20])[N:7]([CH2:9][C@H:10]1[CH2:15][CH2:14][C@H:13]([CH:16]=[C:17](Br)Br)[CH2:12][CH2:11]1)[CH3:8])([CH3:4])([CH3:3])[CH3:2].C([Li])CCC.[CH2:26]=[O:27], predict the reaction product. The product is: [C:1]([O:5][C:6](=[O:20])[N:7]([CH2:9][C@H:10]1[CH2:15][CH2:14][C@H:13]([C:16]#[C:17][CH2:26][OH:27])[CH2:12][CH2:11]1)[CH3:8])([CH3:4])([CH3:3])[CH3:2]. (5) The product is: [F:12][C:13]1[C:21]([C:22]#[N:23])=[C:20]2[C:16]([C:3]([CH:1]=[O:2])=[CH:18][NH:19]2)=[CH:15][CH:14]=1. Given the reactants [C:1](Cl)([C:3](Cl)=O)=[O:2].CN(C=O)C.[F:12][C:13]1[C:21]([C:22]#[N:23])=[C:20]2[C:16](C=[CH:18][NH:19]2)=[CH:15][CH:14]=1, predict the reaction product. (6) Given the reactants [CH2:1]([O:8][C:9]([N:11]1[CH2:18][CH2:17][CH2:16][C@@:12]1([CH3:19])[C:13](O)=[O:14])=[O:10])[C:2]1[CH:7]=[CH:6][CH:5]=[CH:4][CH:3]=1.C(=O)([O-])O.[Na+], predict the reaction product. The product is: [OH:14][CH2:13][C@:12]1([CH3:19])[CH2:16][CH2:17][CH2:18][N:11]1[C:9]([O:8][CH2:1][C:2]1[CH:7]=[CH:6][CH:5]=[CH:4][CH:3]=1)=[O:10]. (7) Given the reactants [NH2:1][C@@H:2]([CH2:19][C:20]1[CH:25]=[CH:24][CH:23]=[CH:22][CH:21]=1)[C:3]([NH:5][C:6]1[CH:11]=[CH:10][C:9]([C:12]#[C:13][Si:14]([CH3:17])([CH3:16])[CH3:15])=[CH:8][C:7]=1[Cl:18])=[O:4].[C:26]([O:30][C:31]([NH:33][C@H:34]([C:38]1[CH:43]=[CH:42][C:41]([O:44][CH2:45][CH2:46][O:47][CH:48]2[CH2:53][CH2:52][CH2:51][CH2:50][O:49]2)=[CH:40][CH:39]=1)[C:35](O)=[O:36])=[O:32])([CH3:29])([CH3:28])[CH3:27], predict the reaction product. The product is: [C:26]([O:30][C:31](=[O:32])[NH:33][C@H:34]([C:35](=[O:36])[NH:1][C@H:2]([C:3](=[O:4])[NH:5][C:6]1[CH:11]=[CH:10][C:9]([C:12]#[C:13][Si:14]([CH3:17])([CH3:16])[CH3:15])=[CH:8][C:7]=1[Cl:18])[CH2:19][C:20]1[CH:21]=[CH:22][CH:23]=[CH:24][CH:25]=1)[C:38]1[CH:39]=[CH:40][C:41]([O:44][CH2:45][CH2:46][O:47][CH:48]2[CH2:53][CH2:52][CH2:51][CH2:50][O:49]2)=[CH:42][CH:43]=1)([CH3:29])([CH3:27])[CH3:28]. (8) Given the reactants BrC1C=CC=C2C=1C=CN2.[NH:11]1[C:21]2[C:16](=[CH:17][CH:18]=[CH:19][CH:20]=2)[C:14](=[O:15])[C:12]1=[O:13].BrCCCCC.Br[CH2:29][CH2:30][CH2:31][O:32][CH2:33][C:34]1[CH:39]=[CH:38][CH:37]=[CH:36][CH:35]=1, predict the reaction product. The product is: [CH2:33]([O:32][CH2:31][CH2:30][CH2:29][N:11]1[C:21]2[C:16](=[CH:17][CH:18]=[CH:19][CH:20]=2)[C:14](=[O:15])[C:12]1=[O:13])[C:34]1[CH:39]=[CH:38][CH:37]=[CH:36][CH:35]=1. (9) Given the reactants [S:1](O)(=O)(=O)[CH3:2].[CH2:6]1[CH:15]2C([CH2:11][CH2:12][CH2:13][CH2:14]2)CC[NH:7]1, predict the reaction product. The product is: [SH:1][C:2]1[CH:11]=[CH:12][CH:13]=[CH:14][C:15]=1[C:6]#[N:7].